From a dataset of Catalyst prediction with 721,799 reactions and 888 catalyst types from USPTO. Predict which catalyst facilitates the given reaction. (1) Reactant: [C@@H:1]1([C:10]2[C:11](=[O:17])[NH:12][CH:13]=[C:14](I)[CH:15]=2)[O:7][C@H:6]([CH2:8][OH:9])[C@@H:4]([OH:5])[C@H:2]1[OH:3].C(N(CC)CC)C.[C:25]1([C:31]#[CH:32])[CH:30]=[CH:29][CH:28]=[CH:27][CH:26]=1.C(OCC)(=O)C. Product: [C@@H:1]1([C:10]2[C:11](=[O:17])[NH:12][CH:13]=[C:14]([C:32]#[C:31][C:25]3[CH:30]=[CH:29][CH:28]=[CH:27][CH:26]=3)[CH:15]=2)[O:7][C@H:6]([CH2:8][OH:9])[C@@H:4]([OH:5])[C@H:2]1[OH:3]. The catalyst class is: 555. (2) Reactant: [F:1][C:2]([F:14])([F:13])[C:3]1[S:4][CH:5]=[C:6]([C:8]([O:10]CC)=[O:9])[N:7]=1.[OH-].[Na+].Cl.O. Product: [F:14][C:2]([F:1])([F:13])[C:3]1[S:4][CH:5]=[C:6]([C:8]([OH:10])=[O:9])[N:7]=1. The catalyst class is: 8. (3) Reactant: CC(C)([O:5][C:6]1[CH:7]=[CH:8][C:9]2[C:10](=[O:26])[C:11]3[C:16]([O:17][C:18]=2[C:19]=1[O:20][C:21]([CH3:25])([CH3:24])[CH:22]=[CH2:23])=[CH:15][CH:14]=[CH:13][CH:12]=3)C=C. Product: [CH3:18][C:9]([CH3:10])=[CH:8][CH2:7][C:19]12[C:6](=[O:5])[CH:7]3[CH:8]=[C:9]4[C:18]1([CH:22]([CH2:23]3)[C:21]([CH3:25])([CH3:24])[O:20]2)[O:17][C:16]1[CH:15]=[CH:14][CH:13]=[CH:12][C:11]=1[C:10]4=[O:26]. The catalyst class is: 11. (4) Reactant: [NH2:1][C:2]1[N:10]=[C:9]2[C:5]([N:6]=[CH:7][N:8]2[CH2:11][CH2:12][CH:13]([CH2:16][OH:17])[CH2:14][OH:15])=[CH:4][N:3]=1.C(N([CH2:23][CH3:24])CC)C.CN(C1C=CC=CN=1)C.[C:34](OC(=O)C)(=[O:36])[CH3:35].[OH2:41]. Product: [CH3:35][C:34]([O:15][CH2:14][CH:13]([CH2:16][O:17][C:23]([CH3:24])=[O:41])[CH2:12][CH2:11][N:8]1[C:9]2[N:10]=[C:2]([NH2:1])[N:3]=[CH:4][C:5]=2[N:6]=[CH:7]1)=[O:36]. The catalyst class is: 4.